From a dataset of Full USPTO retrosynthesis dataset with 1.9M reactions from patents (1976-2016). Predict the reactants needed to synthesize the given product. (1) Given the product [Br:34][C:22]1[C:21]2[C:25](=[C:17]([C:14]3[N:13]=[C:12]([C:4]4[CH:5]=[CH:6][C:7]([O:8][CH:9]([CH3:10])[CH3:11])=[C:2]([Cl:1])[CH:3]=4)[O:16][N:15]=3)[CH:18]=[CH:19][CH:20]=2)[N:24]([CH3:26])[CH:23]=1, predict the reactants needed to synthesize it. The reactants are: [Cl:1][C:2]1[CH:3]=[C:4]([C:12]2[O:16][N:15]=[C:14]([C:17]3[CH:18]=[CH:19][CH:20]=[C:21]4[C:25]=3[N:24]([CH3:26])[CH:23]=[CH:22]4)[N:13]=2)[CH:5]=[CH:6][C:7]=1[O:8][CH:9]([CH3:11])[CH3:10].C1C(=O)N([Br:34])C(=O)C1. (2) Given the product [CH2:1]([C:3]1[CH:4]=[CH:5][C:6]([C@H:9]2[CH2:14][C@@H:13]([C:15]([F:18])([F:16])[F:17])[N:12]3[N:19]=[CH:20][C:21]([C:22]([NH:65][CH2:64][C:60]4[N:59]([CH3:58])[CH:63]=[CH:62][CH:61]=4)=[O:24])=[C:11]3[NH:10]2)=[CH:7][CH:8]=1)[CH3:2], predict the reactants needed to synthesize it. The reactants are: [CH2:1]([C:3]1[CH:8]=[CH:7][C:6]([C@H:9]2[CH2:14][C@@H:13]([C:15]([F:18])([F:17])[F:16])[N:12]3[N:19]=[CH:20][C:21]([C:22]([OH:24])=O)=[C:11]3[NH:10]2)=[CH:5][CH:4]=1)[CH3:2].CN(C(ON1N=NC2C=CC=NC1=2)=[N+](C)C)C.F[P-](F)(F)(F)(F)F.C(N(CC)C(C)C)(C)C.[CH3:58][N:59]1[CH:63]=[CH:62][CH:61]=[C:60]1[CH2:64][NH2:65]. (3) Given the product [NH2:7][C:8]1[CH:16]=[C:12]([CH2:13][OH:14])[C:11]([Cl:17])=[N:10][C:9]=1[CH3:18], predict the reactants needed to synthesize it. The reactants are: [H-].[Al+3].[Li+].[H-].[H-].[H-].[NH2:7][C:8]1[C:9]([CH3:18])=[N:10][C:11]([Cl:17])=[C:12]([CH:16]=1)[C:13](O)=[O:14].O.[OH-].[Na+]. (4) Given the product [CH2:1]([N:8]1[CH:12]=[CH:11][C:10]([CH:25]([O:24][CH3:23])[C:26]([OH:21])=[O:19])=[N:9]1)[C:2]1[CH:3]=[CH:4][CH:5]=[CH:6][CH:7]=1, predict the reactants needed to synthesize it. The reactants are: [CH2:1]([N:8]1[CH:12]=[CH:11][C:10](C=O)=[N:9]1)[C:2]1[CH:7]=[CH:6][CH:5]=[CH:4][CH:3]=1.C(Br)(Br)Br.[OH-:19].[K+].[O:21]1[CH2:26][CH2:25][O:24][CH2:23]C1.CO. (5) Given the product [CH3:9][C@@H:8]1[CH2:7][CH2:6][CH2:5][N:4]([C:10]([C:12]2[CH:17]=[C:16]([CH3:18])[CH:15]=[CH:14][C:13]=2[N:19]2[N:23]=[CH:22][CH:21]=[N:20]2)=[O:11])[C@@H:3]1[CH2:2][NH:1][C:25]1[CH:30]=[CH:29][C:28]([CH3:31])=[CH:27][N:26]=1, predict the reactants needed to synthesize it. The reactants are: [NH2:1][CH2:2][C@@H:3]1[C@H:8]([CH3:9])[CH2:7][CH2:6][CH2:5][N:4]1[C:10]([C:12]1[CH:17]=[C:16]([CH3:18])[CH:15]=[CH:14][C:13]=1[N:19]1[N:23]=[CH:22][CH:21]=[N:20]1)=[O:11].Br[C:25]1[CH:30]=[CH:29][C:28]([CH3:31])=[CH:27][N:26]=1. (6) The reactants are: [C:1]([O:5][C:6](=[O:39])[NH:7][CH:8]1[CH2:13][CH2:12][CH:11]([NH:14][C:15]2[N:20]=[C:19]3[N:21]([CH2:31][O:32][CH2:33][CH2:34][Si:35]([CH3:38])([CH3:37])[CH3:36])[N:22]=[C:23]([C:24]4[CH:29]=[CH:28][CH:27]=[C:26](Br)[CH:25]=4)[C:18]3=[CH:17][N:16]=2)[CH2:10][CH2:9]1)([CH3:4])([CH3:3])[CH3:2].[S:40]1[CH:44]=[CH:43][C:42](NC)=[CH:41]1.[CH3:47][N:48](C1C(C2C(P(C3CCCCC3)C3CCCCC3)=CC=CC=2)=CC=CC=1)C.C(O[Na])(C)(C)C. Given the product [C:1]([O:5][C:6](=[O:39])[NH:7][CH:8]1[CH2:13][CH2:12][CH:11]([NH:14][C:15]2[N:20]=[C:19]3[N:21]([CH2:31][O:32][CH2:33][CH2:34][Si:35]([CH3:38])([CH3:37])[CH3:36])[N:22]=[C:23]([C:24]4[CH:29]=[CH:28][CH:27]=[C:26]([NH:48][CH2:47][C:42]5[CH:43]=[CH:44][S:40][CH:41]=5)[CH:25]=4)[C:18]3=[CH:17][N:16]=2)[CH2:10][CH2:9]1)([CH3:4])([CH3:3])[CH3:2], predict the reactants needed to synthesize it. (7) Given the product [CH2:3]([C:6]1([O:21][CH2:29][CH:24]=[CH2:25])[C:18]2[CH:17]=[C:16]([Br:19])[CH:15]=[CH:14][C:13]=2[C:12]2[C:7]1=[CH:8][C:9]([Br:20])=[CH:10][CH:11]=2)[CH:4]=[CH2:5], predict the reactants needed to synthesize it. The reactants are: [H-].[Na+].[CH2:3]([C:6]1([OH:21])[C:18]2[CH:17]=[C:16]([Br:19])[CH:15]=[CH:14][C:13]=2[C:12]2[C:7]1=[CH:8][C:9]([Br:20])=[CH:10][CH:11]=2)[CH:4]=[CH2:5].CO[C:24]1[CH:29]=CC(CCNC(NC2C=CC(Cl)=CC=2)=O)=C[CH:25]=1.C(Br)C=C.